From a dataset of Forward reaction prediction with 1.9M reactions from USPTO patents (1976-2016). Predict the product of the given reaction. (1) Given the reactants [Cl:1][C:2]1[S:6][C:5]([C:7]([OH:9])=O)=[CH:4][CH:3]=1.CCN(CC)CC.ClC(OCC)=O.[N-:23]=[N+:24]=[N-:25].[Na+], predict the reaction product. The product is: [Cl:1][C:2]1[S:6][C:5]([C:7]([N:23]=[N+:24]=[N-:25])=[O:9])=[CH:4][CH:3]=1. (2) Given the reactants [N:1]1([CH2:8][C:9]2[CH:10]=[C:11]3[C:16](=[CH:17][CH:18]=2)[CH2:15][C@@H:14]([NH:19][C:20]([C:22]2[CH:27]=[CH:26][C:25]([OH:28])=[CH:24][N:23]=2)=[O:21])[CH2:13][CH2:12]3)[CH2:7][CH2:6][CH2:5][CH2:4][CH2:3][CH2:2]1.[O:29]1[CH2:33][CH2:32][CH2:31][C@H:30]1[CH2:34]OS(C)(=O)=O, predict the reaction product. The product is: [N:1]1([CH2:8][C:9]2[CH:10]=[C:11]3[C:16](=[CH:17][CH:18]=2)[CH2:15][C@@H:14]([NH:19][C:20]([C:22]2[CH:27]=[CH:26][C:25]([O:28][CH2:34][C@@H:30]4[CH2:31][CH2:32][CH2:33][O:29]4)=[CH:24][N:23]=2)=[O:21])[CH2:13][CH2:12]3)[CH2:7][CH2:6][CH2:5][CH2:4][CH2:3][CH2:2]1. (3) Given the reactants [CH3:1][C:2]1[N:29]=[C:5]2[NH:6][C:7](=[O:28])[C:8]([CH2:13][C:14]3[CH:19]=[CH:18][C:17]([C:20]4[C:21]([C:26]#[N:27])=[CH:22][CH:23]=[CH:24][CH:25]=4)=[CH:16][CH:15]=3)=[C:9]([CH2:10][CH2:11][CH3:12])[N:4]2[N:3]=1.CI.[C:32](=O)([O-])[O-].[K+].[K+].CN(C)C=O, predict the reaction product. The product is: [CH3:1][C:2]1[N:29]=[C:5]2[N:6]([CH3:32])[C:7](=[O:28])[C:8]([CH2:13][C:14]3[CH:19]=[CH:18][C:17]([C:20]4[C:21]([C:26]#[N:27])=[CH:22][CH:23]=[CH:24][CH:25]=4)=[CH:16][CH:15]=3)=[C:9]([CH2:10][CH2:11][CH3:12])[N:4]2[N:3]=1. (4) Given the reactants C([Li])CCC.[N:6]1([C:11]2[CH:31]=[CH:30][C:14]([CH2:15][C:16]3[C:17]([O:28][CH3:29])=[N:18][C:19]4[C:24]([C:25]=3[Cl:26])=[CH:23][C:22](Br)=[CH:21][CH:20]=4)=[CH:13][CH:12]=2)[CH:10]=[CH:9][CH:8]=[N:7]1.[CH3:32][C:33]1[C:38]([C:39]([C:41]2[N:45]([CH3:46])[N:44]=[N:43][CH:42]=2)=[O:40])=[CH:37][CH:36]=[C:35]([CH3:47])[N:34]=1.O, predict the reaction product. The product is: [N:6]1([C:11]2[CH:31]=[CH:30][C:14]([CH2:15][C:16]3[C:17]([O:28][CH3:29])=[N:18][C:19]4[C:24]([C:25]=3[Cl:26])=[CH:23][C:22]([C:39]([C:38]3[C:33]([CH3:32])=[N:34][C:35]([CH3:47])=[CH:36][CH:37]=3)([C:41]3[N:45]([CH3:46])[N:44]=[N:43][CH:42]=3)[OH:40])=[CH:21][CH:20]=4)=[CH:13][CH:12]=2)[CH:10]=[CH:9][CH:8]=[N:7]1. (5) Given the reactants [O:1]1[C:5]2([CH2:10][CH2:9][CH:8]([C:11]([O:13][CH2:14][CH3:15])=[O:12])[CH2:7][CH2:6]2)[O:4][CH2:3][CH2:2]1.C[Si]([N-][Si](C)(C)C)(C)C.[K+].[CH2:37](C(OC(Cl)[CH2:37][C:38]1[CH:43]=[CH:42][CH:41]=[CH:40][CH:39]=1)Cl)[C:38]1[CH:43]=[CH:42][CH:41]=[CH:40][CH:39]=1.[Cl-].[NH4+].[O:47]1CCC[CH2:48]1, predict the reaction product. The product is: [CH2:37]([O:47][CH2:48][C:8]1([C:11]([O:13][CH2:14][CH3:15])=[O:12])[CH2:9][CH2:10][C:5]2([O:4][CH2:3][CH2:2][O:1]2)[CH2:6][CH2:7]1)[C:38]1[CH:39]=[CH:40][CH:41]=[CH:42][CH:43]=1. (6) Given the reactants [F:1][C:2]1[CH:28]=[CH:27][C:5]([CH2:6][N:7]2[C:15]3[C:10](=[CH:11][C:12]([S:16]([CH3:19])(=[O:18])=[O:17])=[CH:13][CH:14]=3)[CH:9]=[C:8]2[C:20]([C:22]2[S:23][CH:24]=[CH:25][N:26]=2)=O)=[CH:4][CH:3]=1.[OH-].[K+].C(O)CO.NN, predict the reaction product. The product is: [F:1][C:2]1[CH:3]=[CH:4][C:5]([CH2:6][N:7]2[C:15]3[C:10](=[CH:11][C:12]([S:16]([CH3:19])(=[O:18])=[O:17])=[CH:13][CH:14]=3)[CH:9]=[C:8]2[CH2:20][C:22]2[S:23][CH:24]=[CH:25][N:26]=2)=[CH:27][CH:28]=1. (7) Given the reactants [Cl:1][C:2]1[CH:31]=[CH:30][C:5]([CH2:6][NH:7][C:8]2[N:13]=[C:12]([O:14][CH2:15][C:16]([F:19])([F:18])[F:17])[N:11]=[C:10]([NH:20][C:21]3[CH:29]=[CH:28][C:24]([C:25](Cl)=[O:26])=[CH:23][CH:22]=3)[N:9]=2)=[CH:4][CH:3]=1.[N:32]1([C:39](=[NH:41])[NH2:40])[CH2:38][CH2:37][CH2:36][NH:35][CH2:34][CH2:33]1, predict the reaction product. The product is: [Cl:1][C:2]1[CH:31]=[CH:30][C:5]([CH2:6][NH:7][C:8]2[N:13]=[C:12]([O:14][CH2:15][C:16]([F:18])([F:19])[F:17])[N:11]=[C:10]([NH:20][C:21]3[CH:22]=[CH:23][C:24]([C:25]([N:35]4[CH2:36][CH2:37][CH2:38][N:32]([C:39](=[NH:40])[NH2:41])[CH2:33][CH2:34]4)=[O:26])=[CH:28][CH:29]=3)[N:9]=2)=[CH:4][CH:3]=1.